This data is from Catalyst prediction with 721,799 reactions and 888 catalyst types from USPTO. The task is: Predict which catalyst facilitates the given reaction. (1) Reactant: [OH:1][C:2]1[CH:7]=[CH:6][C:5]([C:8](=[O:10])[CH3:9])=[CH:4][CH:3]=1.C([O-])([O-])=O.[K+].[K+].[CH2:17](Cl)[C:18]1[CH:23]=[CH:22][CH:21]=[CH:20][CH:19]=1. Product: [CH2:17]([O:1][C:2]1[CH:7]=[CH:6][C:5]([C:8](=[O:10])[CH3:9])=[CH:4][CH:3]=1)[C:18]1[CH:23]=[CH:22][CH:21]=[CH:20][CH:19]=1. The catalyst class is: 3. (2) Reactant: [NH:1]([C:57]([O:59][C:60]([CH3:63])([CH3:62])[CH3:61])=[O:58])[C@H:2]([C:18]([NH:20][C@H:21]([C:34]([NH:36][C@H:37]([C:53]([O:55][CH3:56])=[O:54])[CH2:38][CH2:39][CH2:40][CH2:41][NH:42]C(OCC1C=CC=CC=1)=O)=[O:35])[CH2:22][CH2:23][CH2:24][CH2:25][NH:26][C:27]([O:29][C:30]([CH3:33])([CH3:32])[CH3:31])=[O:28])=[O:19])[CH2:3][CH2:4][CH2:5][CH2:6][NH:7]C(OCC1C=CC=CC=1)=O. Product: [NH:1]([C:57]([O:59][C:60]([CH3:63])([CH3:62])[CH3:61])=[O:58])[C@H:2]([C:18]([NH:20][C@H:21]([C:34]([NH:36][C@H:37]([C:53]([O:55][CH3:56])=[O:54])[CH2:38][CH2:39][CH2:40][CH2:41][NH2:42])=[O:35])[CH2:22][CH2:23][CH2:24][CH2:25][NH:26][C:27]([O:29][C:30]([CH3:33])([CH3:32])[CH3:31])=[O:28])=[O:19])[CH2:3][CH2:4][CH2:5][CH2:6][NH2:7]. The catalyst class is: 687. (3) Reactant: [Cl:1][C:2]1[CH:7]=[CH:6][C:5]([C:8]2[S:9][C:10]([C:19](=[N:28][O:29][CH2:30][CH3:31])[C:20]3[CH:25]=[CH:24][C:23]([O:26][CH3:27])=[CH:22][CH:21]=3)=[CH:11][C:12]=2[CH2:13][C:14]([O:16]CC)=[O:15])=[CH:4][CH:3]=1.[OH-].[Na+].Cl. Product: [Cl:1][C:2]1[CH:3]=[CH:4][C:5]([C:8]2[S:9][C:10]([C:19](=[N:28][O:29][CH2:30][CH3:31])[C:20]3[CH:25]=[CH:24][C:23]([O:26][CH3:27])=[CH:22][CH:21]=3)=[CH:11][C:12]=2[CH2:13][C:14]([OH:16])=[O:15])=[CH:6][CH:7]=1. The catalyst class is: 111. (4) The catalyst class is: 1. Product: [C:44]([S:46][CH2:33][C:34]1[CH:39]=[C:38]([CH2:40][OH:41])[CH:37]=[C:36]([CH2:42][OH:43])[CH:35]=1)(=[O:47])[CH3:45]. Reactant: C1(P(C2C=CC=CC=2)C2C=CC=CC=2)C=CC=CC=1.N(C(OCC)=O)=NC(OCC)=O.O[CH2:33][C:34]1[CH:39]=[C:38]([CH2:40][OH:41])[CH:37]=[C:36]([CH2:42][OH:43])[CH:35]=1.[C:44]([OH:47])(=[S:46])[CH3:45]. (5) Reactant: [S:1]1[C:5]2[CH:6]=[CH:7][CH:8]=[CH:9][C:4]=2[N:3]=[C:2]1[NH:10][C:11]([O:13][CH2:14][C@@H:15]([N:21]([CH3:34])[C:22]([NH:24][CH2:25][C:26]1[CH:31]=[CH:30][CH:29]=[C:28]([F:32])[C:27]=1[Cl:33])=[O:23])[CH2:16][CH2:17][C:18]([OH:20])=O)=[O:12].[C:35]([N:42]1[CH2:47][CH2:46][NH:45][CH2:44][CH2:43]1)([O:37][C:38]([CH3:41])([CH3:40])[CH3:39])=[O:36].CCN(C(C)C)C(C)C.CN(C(ON1N=NC2C=CC=CC1=2)=[N+](C)C)C.F[P-](F)(F)(F)(F)F. Product: [S:1]1[C:5]2[CH:6]=[CH:7][CH:8]=[CH:9][C:4]=2[N:3]=[C:2]1[NH:10][C:11]([O:13][CH2:14][C@@H:15]([N:21]([CH3:34])[C:22]([NH:24][CH2:25][C:26]1[CH:31]=[CH:30][CH:29]=[C:28]([F:32])[C:27]=1[Cl:33])=[O:23])[CH2:16][CH2:17][C:18]([N:45]1[CH2:44][CH2:43][N:42]([C:35]([O:37][C:38]([CH3:41])([CH3:40])[CH3:39])=[O:36])[CH2:47][CH2:46]1)=[O:20])=[O:12]. The catalyst class is: 3.